Task: Predict which catalyst facilitates the given reaction.. Dataset: Catalyst prediction with 721,799 reactions and 888 catalyst types from USPTO (1) Reactant: [C:1]([O:5][C:6](=[O:24])[N:7]([C@@H:9]([C:17](=[O:23])[NH:18][CH2:19][CH2:20][CH2:21][OH:22])[CH2:10][C:11]1[CH:16]=[CH:15][CH:14]=[CH:13][CH:12]=1)[CH3:8])([CH3:4])([CH3:3])[CH3:2].C(N(CC)CC)C.[C:32](OC(=O)C)(=[O:34])[CH3:33]. Product: [C:32]([O:22][CH2:21][CH2:20][CH2:19][NH:18][C:17](=[O:23])[C@H:9]([N:7]([C:6]([O:5][C:1]([CH3:4])([CH3:2])[CH3:3])=[O:24])[CH3:8])[CH2:10][C:11]1[CH:16]=[CH:15][CH:14]=[CH:13][CH:12]=1)(=[O:34])[CH3:33]. The catalyst class is: 112. (2) Reactant: F[C:2]1[CH:7]=[CH:6][CH:5]=[CH:4][C:3]=1[N+:8]([O-:10])=[O:9].[NH2:11][C:12]1[CH:20]=[CH:19][CH:18]=[CH:17][C:13]=1[C:14]([OH:16])=[O:15].C([O-])([O-])=O.[Na+].[Na+].O. Product: [N+:8]([C:3]1[CH:4]=[CH:5][CH:6]=[CH:7][C:2]=1[NH:11][C:12]1[CH:20]=[CH:19][CH:18]=[CH:17][C:13]=1[C:14]([OH:16])=[O:15])([O-:10])=[O:9]. The catalyst class is: 52. (3) Reactant: Br[C:2]1[S:3][C:4]([NH:18][C:19]([C:21]2[CH:22]=[N:23][N:24]3[CH:29]=[CH:28][CH:27]=[N:26][C:25]=23)=[O:20])=[C:5]([C:7]2[CH:12]=[C:11]([Cl:13])[CH:10]=[CH:9][C:8]=2[O:14][CH:15]([F:17])[F:16])[N:6]=1.[CH2:30]([OH:33])[C:31]#[CH:32].C(N(CC)CC)C. The catalyst class is: 540. Product: [Cl:13][C:11]1[CH:10]=[CH:9][C:8]([O:14][CH:15]([F:17])[F:16])=[C:7]([C:5]2[N:6]=[C:2]([C:32]#[C:31][CH2:30][OH:33])[S:3][C:4]=2[NH:18][C:19]([C:21]2[CH:22]=[N:23][N:24]3[CH:29]=[CH:28][CH:27]=[N:26][C:25]=23)=[O:20])[CH:12]=1. (4) Reactant: [NH2:1][C:2]1[NH:3][C:4](=[O:20])[C:5]2[N:6]=[CH:7][N:8]([C@H]3[C@@H](O)[C@@H](O)[C@H](CO)O3)[C:9]=2[N:10]=1.[CH2:21](Br)[CH:22]=[CH2:23].Cl.[OH-].[Na+]. Product: [CH2:23]([N:6]1[C:5]2[C:4](=[O:20])[NH:3][C:2]([NH2:1])=[N:10][C:9]=2[N:8]=[CH:7]1)[CH:22]=[CH2:21]. The catalyst class is: 58.